Dataset: Catalyst prediction with 721,799 reactions and 888 catalyst types from USPTO. Task: Predict which catalyst facilitates the given reaction. (1) Reactant: C([O:8][C:9]1[CH:14]=[CH:13][C:12]([C:15]([N:17]2[CH2:26][C:25]3[CH:24]=[N:23][N:22]([CH3:27])[C:21]=3[NH:20][C:19]3[CH:28]=[CH:29][CH:30]=[CH:31][C:18]2=3)=[O:16])=[CH:11][CH:10]=1)C1C=CC=CC=1. Product: [OH:8][C:9]1[CH:14]=[CH:13][C:12]([C:15]([N:17]2[CH2:26][C:25]3[CH:24]=[N:23][N:22]([CH3:27])[C:21]=3[NH:20][C:19]3[CH:28]=[CH:29][CH:30]=[CH:31][C:18]2=3)=[O:16])=[CH:11][CH:10]=1. The catalyst class is: 19. (2) Reactant: Br[C:2]1[N:7]=[C:6]([CH2:8][C:9]2[CH:10]=[C:11]([CH:14]=[CH:15][C:16]=2[F:17])[C:12]#[N:13])[CH:5]=[CH:4][CH:3]=1.[F:18][C:19]1[CH:24]=[C:23]([F:25])[CH:22]=[CH:21][C:20]=1B(O)O.C(O)C.C([O-])([O-])=O.[Na+].[Na+]. Product: [F:18][C:19]1[CH:24]=[C:23]([F:25])[CH:22]=[CH:21][C:20]=1[C:2]1[N:7]=[C:6]([CH2:8][C:9]2[CH:10]=[C:11]([CH:14]=[CH:15][C:16]=2[F:17])[C:12]#[N:13])[CH:5]=[CH:4][CH:3]=1. The catalyst class is: 109. (3) Reactant: [F:1][C:2]1[CH:3]=[C:4]2[C:11]([C:12]3[N:13]=[N:14][C:15]4[C:20]5([CH2:22][CH2:21]5)[C:19](=[O:23])[NH:18][C:16]=4[N:17]=3)=[N:10][NH:9][C:5]2=[N:6][C:7]=1[CH3:8].C(=O)([O-])[O-].[Cs+].[Cs+].Br[CH2:31][C:32]1[CH:37]=[CH:36][CH:35]=[C:34]([F:38])[C:33]=1[F:39]. Product: [F:39][C:33]1[C:34]([F:38])=[CH:35][CH:36]=[CH:37][C:32]=1[CH2:31][N:9]1[C:5]2=[N:6][C:7]([CH3:8])=[C:2]([F:1])[CH:3]=[C:4]2[C:11]([C:12]2[N:13]=[N:14][C:15]3[C:20]4([CH2:22][CH2:21]4)[C:19](=[O:23])[NH:18][C:16]=3[N:17]=2)=[N:10]1. The catalyst class is: 39. (4) Reactant: [C:1]([O:5][C:6](=[O:29])[C:7]([O:10]/[N:11]=[C:12](/[C:16]1[N:17]=[C:18]([NH:21][C:22]([O:24][C:25]([CH3:28])([CH3:27])[CH3:26])=[O:23])[S:19][CH:20]=1)\[C:13]([OH:15])=O)([CH3:9])[CH3:8])([CH3:4])([CH3:3])[CH3:2].CCN(C(C)C)C(C)C.CN(C(ON1N=NC2C=CC=NC1=2)=[N+](C)C)C.F[P-](F)(F)(F)(F)F.[C:63]([O:67][C:68](=[O:83])[NH:69][CH2:70][C:71]1[N:72]=[N:73][N:74]([CH2:76][C@@H:77]2[C@H:80]([NH2:81])[C:79](=[O:82])[NH:78]2)[N:75]=1)([CH3:66])([CH3:65])[CH3:64]. Product: [C:63]([O:67][C:68]([NH:69][CH2:70][C:71]1[N:72]=[N:73][N:74]([CH2:76][C@@H:77]2[C@H:80]([NH:81][C:13](=[O:15])/[C:12](=[N:11]\[O:10][C:7]([CH3:8])([CH3:9])[C:6]([O:5][C:1]([CH3:4])([CH3:3])[CH3:2])=[O:29])/[C:16]3[N:17]=[C:18]([NH:21][C:22]([O:24][C:25]([CH3:26])([CH3:27])[CH3:28])=[O:23])[S:19][CH:20]=3)[C:79](=[O:82])[NH:78]2)[N:75]=1)=[O:83])([CH3:66])([CH3:64])[CH3:65]. The catalyst class is: 59. (5) Product: [CH:1]1([NH:4][CH2:5][C@@H:7]2[NH:8][CH2:9][C@H:10]([OH:12])[CH2:11]2)[CH2:2][CH2:3]1. The catalyst class is: 1. Reactant: [CH:1]1([NH:4][C:5]([C@H:7]2[CH2:11][C@@H:10]([OH:12])[CH2:9][NH:8]2)=O)[CH2:3][CH2:2]1.[H-].[H-].[H-].[H-].[Li+].[Al+3]. (6) Reactant: [C:1]([C:3]1[CH:8]=[CH:7][C:6]([C:9]2[C:10]([CH3:26])=[N:11][N:12]([CH2:15][C:16]3[CH:17]=[CH:18][C:19]([C:22]([O:24]C)=[O:23])=[N:20][CH:21]=3)[C:13]=2[CH3:14])=[CH:5][C:4]=1[C:27]([F:30])([F:29])[F:28])#[N:2].[OH-].[Na+]. Product: [C:1]([C:3]1[CH:8]=[CH:7][C:6]([C:9]2[C:10]([CH3:26])=[N:11][N:12]([CH2:15][C:16]3[CH:17]=[CH:18][C:19]([C:22]([OH:24])=[O:23])=[N:20][CH:21]=3)[C:13]=2[CH3:14])=[CH:5][C:4]=1[C:27]([F:30])([F:29])[F:28])#[N:2]. The catalyst class is: 5. (7) Reactant: Cl.[CH3:2][C:3]1([OH:8])[CH2:7][CH2:6][NH:5][CH2:4]1.C(=O)([O-])[O-].[K+].[K+].[C:15]1([CH:21]([C:23]2[CH:28]=[CH:27][CH:26]=[CH:25][CH:24]=2)Br)[CH:20]=[CH:19][CH:18]=[CH:17][CH:16]=1. Product: [C:15]1([CH:21]([C:23]2[CH:24]=[CH:25][CH:26]=[CH:27][CH:28]=2)[N:5]2[CH2:6][CH2:7][C:3]([CH3:2])([OH:8])[CH2:4]2)[CH:20]=[CH:19][CH:18]=[CH:17][CH:16]=1. The catalyst class is: 10.